Dataset: Forward reaction prediction with 1.9M reactions from USPTO patents (1976-2016). Task: Predict the product of the given reaction. (1) Given the reactants [CH3:1][O:2][C:3]1[CH:4]=[C:5]2[C:10](=[CH:11][C:12]=1[O:13][CH3:14])[N:9]=[CH:8][CH:7]=[C:6]2[O:15][C:16]1[C:22]([CH3:23])=[CH:21][C:19]([NH2:20])=[C:18]([CH3:24])[CH:17]=1.Cl[C:26](Cl)([O:28][C:29](=[O:35])OC(Cl)(Cl)Cl)Cl.OC1[CH:45]=[CH:44][C:41]([C:42]#[N:43])=[CH:40][CH:39]=1.C(=O)(O)[O-].[Na+], predict the reaction product. The product is: [CH3:1][O:2][C:3]1[CH:4]=[C:5]2[C:10](=[CH:11][C:12]=1[O:13][CH3:14])[N:9]=[CH:8][CH:7]=[C:6]2[O:15][C:16]1[C:22]([CH3:23])=[CH:21][C:19]([NH:20][C:29](=[O:35])[O:28][C:26]2[CH:45]=[CH:44][C:41]([C:42]#[N:43])=[CH:40][CH:39]=2)=[C:18]([CH3:24])[CH:17]=1. (2) Given the reactants [Cl:1][C:2]1[C:7]([CH2:8][C:9]#[N:10])=[CH:6][CH:5]=[CH:4][N:3]=1.Br[CH2:12][CH2:13][CH2:14][CH2:15]Br.C[Si]([N-][Si](C)(C)C)(C)C.[Na+], predict the reaction product. The product is: [Cl:1][C:2]1[C:7]([C:8]2([C:9]#[N:10])[CH2:15][CH2:14][CH2:13][CH2:12]2)=[CH:6][CH:5]=[CH:4][N:3]=1. (3) Given the reactants [C:1]1(=[O:11])[NH:5][C:4](=[O:6])[C:3]2=[CH:7][CH:8]=[CH:9][CH:10]=[C:2]12.S(=O)(=O)(O)O.[N+:17]([O-])([OH:19])=[O:18], predict the reaction product. The product is: [N+:17]([C:8]1[CH:7]=[C:3]2[C:2](=[CH:10][CH:9]=1)[C:1](=[O:11])[NH:5][C:4]2=[O:6])([O-:19])=[O:18]. (4) The product is: [C:26]([C:25]1[CH:28]=[C:21]([C:19]2[CH:18]=[CH:17][N:16]=[C:15]([NH:14][C:11]3[CH:12]=[CH:13][C:8]([O:7][CH2:6][CH2:5][O:4][CH2:3][CH2:2][NH:1][S:40](=[O:42])(=[O:41])[N:39]([CH3:44])[CH3:38])=[C:9]([O:36][CH3:37])[CH:10]=3)[N:20]=2)[CH:22]=[CH:23][C:24]=1[O:29][CH:30]1[CH2:31][CH2:32][O:33][CH2:34][CH2:35]1)#[N:27]. Given the reactants [NH2:1][CH2:2][CH2:3][O:4][CH2:5][CH2:6][O:7][C:8]1[CH:13]=[CH:12][C:11]([NH:14][C:15]2[N:20]=[C:19]([C:21]3[CH:22]=[CH:23][C:24]([O:29][CH:30]4[CH2:35][CH2:34][O:33][CH2:32][CH2:31]4)=[C:25]([CH:28]=3)[C:26]#[N:27])[CH:18]=[CH:17][N:16]=2)=[CH:10][C:9]=1[O:36][CH3:37].[CH3:38][N:39]([CH3:44])[S:40](C)(=[O:42])=[O:41], predict the reaction product.